This data is from Forward reaction prediction with 1.9M reactions from USPTO patents (1976-2016). The task is: Predict the product of the given reaction. (1) Given the reactants [Cl:1][C:2]1[N:7]=[CH:6][C:5]([NH:8][C:9](=[O:16])OCC(Cl)(Cl)Cl)=[CH:4][CH:3]=1.[C:17]1([C:23]2[N:27]=[C:26]([N:28]3[CH2:33][CH2:32][NH:31][CH2:30][CH2:29]3)[S:25][N:24]=2)[CH:22]=[CH:21][CH:20]=[CH:19][CH:18]=1.C(N(C(C)C)CC)(C)C.O, predict the reaction product. The product is: [Cl:1][C:2]1[N:7]=[CH:6][C:5]([NH:8][C:9]([N:31]2[CH2:32][CH2:33][N:28]([C:26]3[S:25][N:24]=[C:23]([C:17]4[CH:22]=[CH:21][CH:20]=[CH:19][CH:18]=4)[N:27]=3)[CH2:29][CH2:30]2)=[O:16])=[CH:4][CH:3]=1. (2) Given the reactants [CH2:1]([O:3][C:4]1[CH:5]=[C:6]([C@@H:12]2[C@H:17]([NH:18][C:19]([C:21]3[CH:30]=[CH:29][C:24]([C:25]([O:27][CH3:28])=[O:26])=[CH:23][CH:22]=3)=O)[CH2:16][CH2:15][S:14](=[O:32])(=[O:31])[CH2:13]2)[CH:7]=[CH:8][C:9]=1[O:10][CH3:11])[CH3:2].C([O-])([O-])=O.[K+].[K+].O=P(Cl)(Cl)Cl, predict the reaction product. The product is: [CH2:1]([O:3][C:4]1[C:9]([O:10][CH3:11])=[CH:8][C:7]2[C:19]([C:21]3[CH:30]=[CH:29][C:24]([C:25]([O:27][CH3:28])=[O:26])=[CH:23][CH:22]=3)=[N:18][C@@H:17]3[CH2:16][CH2:15][S:14](=[O:32])(=[O:31])[CH2:13][C@@H:12]3[C:6]=2[CH:5]=1)[CH3:2]. (3) Given the reactants Br[C:2]1[N:6]2[CH:7]=[CH:8][CH:9]=[N:10][C:5]2=[N:4][CH:3]=1.[SH:11][C:12]1[CH:17]=[CH:16][C:15]([NH:18][C:19](=[O:21])[CH3:20])=[CH:14][CH:13]=1.C(=O)([O-])[O-].[K+].[K+].CS(C)=O, predict the reaction product. The product is: [N:4]1[CH:3]=[C:2]([S:11][C:12]2[CH:13]=[CH:14][C:15]([NH:18][C:19](=[O:21])[CH3:20])=[CH:16][CH:17]=2)[N:6]2[CH:7]=[CH:8][CH:9]=[N:10][C:5]=12. (4) Given the reactants C1(P(C2C=CC=CC=2)C2C=CC=CC=2)C=CC=CC=1.C1(P([N:34]=[N+]=[N-])(C2C=CC=CC=2)=O)C=CC=CC=1.[CH:37]1([C:40]2[O:41][C:42]3[C:43](=[C:45]([C:60]#[N:61])[C:46]([CH3:59])=[C:47]([C:53]4[CH:58]=[CH:57][CH:56]=[CH:55][CH:54]=4)[C:48]=3[C:49]([CH2:51]O)=[CH2:50])[N:44]=2)[CH2:39][CH2:38]1.[C:70](O[C:70]([O:72][C:73]([CH3:76])([CH3:75])[CH3:74])=[O:71])([O:72][C:73]([CH3:76])([CH3:75])[CH3:74])=[O:71], predict the reaction product. The product is: [C:60]([C:45]1[C:43]2[N:44]=[C:40]([CH:37]3[CH2:38][CH2:39]3)[O:41][C:42]=2[C:48]([C:49](=[CH2:50])[CH2:51][NH:34][C:70](=[O:71])[O:72][C:73]([CH3:74])([CH3:75])[CH3:76])=[C:47]([C:53]2[CH:58]=[CH:57][CH:56]=[CH:55][CH:54]=2)[C:46]=1[CH3:59])#[N:61]. (5) Given the reactants Cl[C:2]1[CH:7]=[CH:6][C:5]([N+:8]([O-:10])=[O:9])=[CH:4][C:3]=1[O:11][CH3:12].[CH3:13][C:14]1[N:18]=[CH:17][NH:16][N:15]=1.[OH-].[K+].Cl, predict the reaction product. The product is: [CH3:12][O:11][C:3]1[CH:4]=[C:5]([N+:8]([O-:10])=[O:9])[CH:6]=[CH:7][C:2]=1[N:16]1[CH:17]=[N:18][C:14]([CH3:13])=[N:15]1. (6) Given the reactants [CH:1]1[C:13]2C[C:13]3[C:1](=[CH:2][CH:3]=CC=3)C=2C=[CH:3][CH:2]=1.[OH-].[Na+].[CH2:16]([CH:20]1[C:32]2[CH:31]=[CH:30][CH:29]=[CH:28][C:27]=2[C:26]2[C:21]1=[CH:22][CH:23]=[CH:24][CH:25]=2)[CH2:17][CH2:18][CH3:19], predict the reaction product. The product is: [CH2:16]([C:20]1([CH2:13][CH2:1][CH2:2][CH3:3])[C:21]2[CH:22]=[CH:23][CH:24]=[CH:25][C:26]=2[C:27]2[C:32]1=[CH:31][CH:30]=[CH:29][CH:28]=2)[CH2:17][CH2:18][CH3:19].